Regression. Given two drug SMILES strings and cell line genomic features, predict the synergy score measuring deviation from expected non-interaction effect. From a dataset of NCI-60 drug combinations with 297,098 pairs across 59 cell lines. (1) Drug 1: CC1CCC2CC(C(=CC=CC=CC(CC(C(=O)C(C(C(=CC(C(=O)CC(OC(=O)C3CCCCN3C(=O)C(=O)C1(O2)O)C(C)CC4CCC(C(C4)OC)OCCO)C)C)O)OC)C)C)C)OC. Drug 2: C1CN1C2=NC(=NC(=N2)N3CC3)N4CC4. Cell line: A498. Synergy scores: CSS=29.0, Synergy_ZIP=-9.39, Synergy_Bliss=-2.95, Synergy_Loewe=-0.647, Synergy_HSA=-0.318. (2) Drug 2: C1=NC2=C(N=C(N=C2N1C3C(C(C(O3)CO)O)F)Cl)N. Cell line: SNB-75. Drug 1: C1=C(C(=O)NC(=O)N1)N(CCCl)CCCl. Synergy scores: CSS=17.1, Synergy_ZIP=-0.155, Synergy_Bliss=0.232, Synergy_Loewe=0.195, Synergy_HSA=0.385.